This data is from Forward reaction prediction with 1.9M reactions from USPTO patents (1976-2016). The task is: Predict the product of the given reaction. Given the reactants [Br:1][C:2]1[CH:7]=[CH:6][C:5]([NH:8][CH:9]2[CH2:14][CH2:13][N:12]([C:15]([O:17][C:18]([CH3:21])([CH3:20])[CH3:19])=[O:16])[CH2:11][CH2:10]2)=[CH:4][CH:3]=1.Cl[CH2:23][C:24]1[CH:29]=[CH:28][N:27]=[C:26]([C:30]2[CH:35]=[C:34]([O:36][CH3:37])[C:33]([O:38][CH3:39])=[C:32]([O:40][CH3:41])[CH:31]=2)[CH:25]=1, predict the reaction product. The product is: [Br:1][C:2]1[CH:7]=[CH:6][C:5]([N:8]([CH:9]2[CH2:10][CH2:11][N:12]([C:15]([O:17][C:18]([CH3:21])([CH3:20])[CH3:19])=[O:16])[CH2:13][CH2:14]2)[CH2:23][C:24]2[CH:29]=[CH:28][N:27]=[C:26]([C:30]3[CH:35]=[C:34]([O:36][CH3:37])[C:33]([O:38][CH3:39])=[C:32]([O:40][CH3:41])[CH:31]=3)[CH:25]=2)=[CH:4][CH:3]=1.